Dataset: Forward reaction prediction with 1.9M reactions from USPTO patents (1976-2016). Task: Predict the product of the given reaction. (1) The product is: [F:47][C:48]1[C:53]([CH3:54])=[CH:52][CH:51]=[CH:50][C:49]=1[N:26]1[C:27](=[O:28])[C:17]2=[N:16][N:15]([CH2:14][C:11]3[CH:12]=[CH:13][C:8]([C:5]4[CH:6]=[N:7][C:2]([CH3:1])=[CH:3][CH:4]=4)=[N:9][CH:10]=3)[C:20]3[N:21]=[CH:22][CH:23]=[CH:24][C:19]=3[C:18]2=[N:25]1. Given the reactants [CH3:1][C:2]1[N:7]=[CH:6][C:5]([C:8]2[CH:13]=[CH:12][C:11]([CH2:14][N:15]3[C:20]4[N:21]=[CH:22][CH:23]=[CH:24][C:19]=4[C:18]4=[N:25][NH:26][C:27](=[O:28])[C:17]4=[N:16]3)=[CH:10][N:9]=2)=[CH:4][CH:3]=1.P([O-])([O-])([O-])=O.[K+].[K+].[K+].CN[C@@H]1CCCC[C@H]1NC.[F:47][C:48]1[C:53]([CH3:54])=[CH:52][CH:51]=[CH:50][C:49]=1I.C(=O)(O)[O-].[Na+], predict the reaction product. (2) The product is: [Br:5][C:6]1[CH:7]=[CH:8][C:9]2[N:10]([CH3:21])[S:11](=[O:19])(=[O:20])[C:12]([CH3:18])([CH3:17])[C:13](=[N:3][O:2][CH3:1])[C:14]=2[N:15]=1. Given the reactants [CH3:1][O:2][NH2:3].Cl.[Br:5][C:6]1[CH:7]=[CH:8][C:9]2[N:10]([CH3:21])[S:11](=[O:20])(=[O:19])[C:12]([CH3:18])([CH3:17])[C:13](=O)[C:14]=2[N:15]=1, predict the reaction product. (3) Given the reactants [CH:1]1[C:10]2[C:5](=[C:6]([NH2:11])[CH:7]=[CH:8][CH:9]=2)[CH:4]=[CH:3][N:2]=1.[N:12]([C:15]1[CH:16]=[C:17]([CH:20]=[CH:21][C:22]=1[O:23][CH3:24])[C:18]#[N:19])=[C:13]=[S:14].CS(C1C=CC(OC)=C(NC(NC2C=CC=C3C=2C=NN3C)=S)C=1)(=O)=O, predict the reaction product. The product is: [C:18]([C:17]1[CH:20]=[CH:21][C:22]([O:23][CH3:24])=[C:15]([NH:12][C:13]([NH:11][C:6]2[CH:7]=[CH:8][CH:9]=[C:10]3[C:5]=2[CH:4]=[CH:3][N:2]=[CH:1]3)=[S:14])[CH:16]=1)#[N:19]. (4) Given the reactants [Cl:1][C:2]1[CH:3]=[C:4]([CH:8]=[C:9]([Cl:11])[CH:10]=1)[C:5](O)=O.C(N(CC)CC)C.ClC(OC[CH:24]([CH3:26])C)=O.C[NH:28][C:29](=[S:32])[NH:30][NH2:31], predict the reaction product. The product is: [Cl:1][C:2]1[CH:3]=[C:4]([C:5]2[N:28]([CH2:24][CH3:26])[C:29]([SH:32])=[N:30][N:31]=2)[CH:8]=[C:9]([Cl:11])[CH:10]=1. (5) The product is: [OH:25][C@@H:14]1[C@H:15]([OH:16])[C@@H:11]([CH2:10][OH:9])[O:12][C@H:13]1[N:34]1[CH:39]=[CH:38][N:37]=[C:36]([C:40]([NH2:42])=[O:41])[C:35]1=[O:43]. Given the reactants C([O:9][CH2:10][C@@H:11]1[C@@H:15]([O:16]C(=O)C2C=CC=CC=2)[C@@H:14]([O:25]C(=O)C2C=CC=CC=2)[C@H:13]([N:34]2[CH:39]=[CH:38][N:37]=[C:36]([C:40]([NH2:42])=[O:41])[C:35]2=[O:43])[O:12]1)(=O)C1C=CC=CC=1.N, predict the reaction product.